From a dataset of Full USPTO retrosynthesis dataset with 1.9M reactions from patents (1976-2016). Predict the reactants needed to synthesize the given product. (1) Given the product [CH2:19]([N:22]1[C:30]2[C:25](=[CH:26][CH:27]=[C:28]([C:31]([O:33][CH3:34])=[O:32])[CH:29]=2)[C:24]([CH:35]2[CH2:40][CH2:39][CH2:38][CH2:37][CH2:36]2)=[C:23]1[C:41]1[CH:46]=[CH:45][CH:44]=[CH:43][C:42]=1[CH2:47][OH:48])[CH:20]=[CH2:21], predict the reactants needed to synthesize it. The reactants are: [F-].C([N+](CCCC)(CCCC)CCCC)CCC.[CH2:19]([N:22]1[C:30]2[C:25](=[CH:26][CH:27]=[C:28]([C:31]([O:33][CH3:34])=[O:32])[CH:29]=2)[C:24]([CH:35]2[CH2:40][CH2:39][CH2:38][CH2:37][CH2:36]2)=[C:23]1[C:41]1[CH:46]=[CH:45][CH:44]=[CH:43][C:42]=1[CH2:47][O:48][Si](C(C)C)(C(C)C)C(C)C)[CH:20]=[CH2:21]. (2) Given the product [F:43][C:44]([F:53])([C:49]([F:52])([F:51])[F:50])[CH2:45][CH2:46][CH2:47][S:41][C:34](=[O:42])[C:35]1[CH:40]=[CH:39][CH:38]=[CH:37][CH:36]=1, predict the reactants needed to synthesize it. The reactants are: N(C(OC(C)C)=O)=NC(OC(C)C)=O.C1(P(C2C=CC=CC=2)C2C=CC=CC=2)C=CC=CC=1.[C:34]([OH:42])(=[S:41])[C:35]1[CH:40]=[CH:39][CH:38]=[CH:37][CH:36]=1.[F:43][C:44]([F:53])([C:49]([F:52])([F:51])[F:50])[CH2:45][CH2:46][CH2:47]O.